From a dataset of Reaction yield outcomes from USPTO patents with 853,638 reactions. Predict the reaction yield, written as a fraction of the theoretical maximum amount of product (1.0 means a 100% yield; for example, 0.34 means a 34% yield). (1) The reactants are [C:1]([O:4][CH2:5][C:6]1[CH:11]=[C:10](OS(C(F)(F)F)(=O)=O)[C:9]([O:20][CH2:21][CH2:22][NH:23][C:24]([O:26][C:27]([CH3:30])([CH3:29])[CH3:28])=[O:25])=[CH:8][N:7]=1)(=[O:3])[CH3:2].C(=O)([O-])[O-].[Cs+].[Cs+]. The catalyst is C1(C)C=CC=CC=1.C([O-])(=O)C.[Pd+2].C([O-])(=O)C.C1(P(C2C=CC=CC=2)C2C=CC3C(=CC=CC=3)C=2C2C3C(=CC=CC=3)C=CC=2P(C2C=CC=CC=2)C2C=CC=CC=2)C=CC=CC=1. The product is [C:1]([O:4][CH2:5][C:6]1[N:7]=[CH:8][C:9]2[O:20][CH2:21][CH2:22][N:23]([C:24]([O:26][C:27]([CH3:30])([CH3:29])[CH3:28])=[O:25])[C:10]=2[CH:11]=1)(=[O:3])[CH3:2]. The yield is 0.790. (2) The reactants are [CH:1]1([NH:6][C:7]2[N:12]=[C:11]([C:13]3[C:14]([C:24]4[CH:29]=[CH:28][C:27]([F:30])=[CH:26][CH:25]=4)=[N:15][N:16]4[C:21](Cl)=[CH:20][C:19]([Cl:23])=[CH:18][C:17]=34)[CH:10]=[CH:9][N:8]=2)[CH2:5][CH2:4][CH2:3][CH2:2]1.C1(P(C2C=CC=CC=2)C2C=CC3C(=CC=CC=3)C=2C2C3C(=CC=CC=3)C=CC=2P(C2C=CC=CC=2)C2C=CC=CC=2)C=CC=CC=1.C(=O)([O-])[O-].[Cs+].[Cs+].O.[CH:84]1([NH2:89])[CH2:88][CH2:87][CH2:86][CH2:85]1. The catalyst is C([O-])(=O)C.[Pd+2].C([O-])(=O)C. The product is [Cl:23][C:19]1[CH:20]=[C:21]([NH:89][CH:84]2[CH2:88][CH2:87][CH2:86][CH2:85]2)[N:16]2[N:15]=[C:14]([C:24]3[CH:29]=[CH:28][C:27]([F:30])=[CH:26][CH:25]=3)[C:13]([C:11]3[CH:10]=[CH:9][N:8]=[C:7]([NH:6][CH:1]4[CH2:5][CH2:4][CH2:3][CH2:2]4)[N:12]=3)=[C:17]2[CH:18]=1. The yield is 0.680. (3) The reactants are [CH3:1][O:2][C:3]([C:5]1[C:9]([C:10]([O:12]C)=[O:11])=[N:8][N:7]([CH3:14])[N:6]=1)=[O:4].[OH-].[K+]. The catalyst is CO. The product is [CH3:1][O:2][C:3]([C:5]1[C:9]([C:10]([OH:12])=[O:11])=[N:8][N:7]([CH3:14])[N:6]=1)=[O:4]. The yield is 0.720.